This data is from Peptide-MHC class I binding affinity with 185,985 pairs from IEDB/IMGT. The task is: Regression. Given a peptide amino acid sequence and an MHC pseudo amino acid sequence, predict their binding affinity value. This is MHC class I binding data. The peptide sequence is RRLQLIMPAR. The MHC is Patr-A0301 with pseudo-sequence Patr-A0301. The binding affinity (normalized) is 0.0137.